From a dataset of Human liver microsome stability data. Regression/Classification. Given a drug SMILES string, predict its absorption, distribution, metabolism, or excretion properties. Task type varies by dataset: regression for continuous measurements (e.g., permeability, clearance, half-life) or binary classification for categorical outcomes (e.g., BBB penetration, CYP inhibition). Dataset: hlm. (1) The compound is C=C[C@@H]1C[C@]1(NC(=O)[C@@H]1C[C@@](OC)(c2ccc(-c3ccccc3)cc2)CN1C(=O)[C@@H](NC(=O)OC1CCCC1)C(C)(C)C)C(=O)NS(=O)(=O)C1CC1. The result is 0 (unstable in human liver microsomes). (2) The result is 0 (unstable in human liver microsomes). The drug is O=C(O)CCC(=O)N1N=C(c2c(O)nc3ccccc3c2-c2ccc(Cl)cc2)CC1c1ccc(Cl)cc1. (3) The molecule is COc1ccc(N2CCN(C(=O)Oc3cccc(N4CCS(=O)(=O)CC4)c3)[C@H](C)C2)cc1. The result is 1 (stable in human liver microsomes). (4) The result is 0 (unstable in human liver microsomes). The molecule is CNC(=O)c1c(-c2ccc(F)cc2)oc2nc(NCC(F)(F)F)c(-c3cccc(C(=O)NC4(c5ncccn5)CCC4)c3)cc12. (5) The molecule is CNC(=O)[C@H](Cc1ccccc1)NC(=O)[C@@H](N)Cc1ccccc1. The result is 1 (stable in human liver microsomes). (6) The drug is CCOc1cc(NC(=O)C2(NC(=O)c3ccc4c(C5CCCC5)c(-c5ncc(Cl)cn5)n(C)c4c3)CCC2)ccc1C=CC(=O)OCCN(C)C. The result is 0 (unstable in human liver microsomes). (7) The compound is O=c1n(Cc2nc3ccccc3n2CCCCF)c2cnccc2n1C1CC1. The result is 1 (stable in human liver microsomes). (8) The molecule is CC(C)(C)[C@H](NC(=O)n1c(=O)n(CCN2CCCC2)c2ccccc21)C(N)=O. The result is 0 (unstable in human liver microsomes). (9) The drug is c1ccc(Cn2nnnc2C(c2ccc(-n3cccn3)cc2)N2CCCN(C3CCC3)CC2)cc1. The result is 1 (stable in human liver microsomes). (10) The drug is CC(S)=NC[C@@H]1OC(=O)N2c3ccc(-c4ccc(N5CCOC5=O)nc4)cc3SC[C@@H]12. The result is 0 (unstable in human liver microsomes).